Regression. Given two drug SMILES strings and cell line genomic features, predict the synergy score measuring deviation from expected non-interaction effect. From a dataset of NCI-60 drug combinations with 297,098 pairs across 59 cell lines. (1) Drug 1: CNC(=O)C1=CC=CC=C1SC2=CC3=C(C=C2)C(=NN3)C=CC4=CC=CC=N4. Drug 2: CC(C)NC(=O)C1=CC=C(C=C1)CNNC.Cl. Cell line: COLO 205. Synergy scores: CSS=-8.49, Synergy_ZIP=2.64, Synergy_Bliss=-3.25, Synergy_Loewe=-9.30, Synergy_HSA=-8.29. (2) Drug 2: CN1C2=C(C=C(C=C2)N(CCCl)CCCl)N=C1CCCC(=O)O.Cl. Synergy scores: CSS=8.58, Synergy_ZIP=-5.49, Synergy_Bliss=0.559, Synergy_Loewe=-13.0, Synergy_HSA=1.07. Drug 1: C1=NC(=NC(=O)N1C2C(C(C(O2)CO)O)O)N. Cell line: NCI-H226. (3) Drug 1: CC1=C(C(=CC=C1)Cl)NC(=O)C2=CN=C(S2)NC3=CC(=NC(=N3)C)N4CCN(CC4)CCO. Drug 2: CS(=O)(=O)CCNCC1=CC=C(O1)C2=CC3=C(C=C2)N=CN=C3NC4=CC(=C(C=C4)OCC5=CC(=CC=C5)F)Cl. Cell line: HCT116. Synergy scores: CSS=-2.63, Synergy_ZIP=0.801, Synergy_Bliss=0.391, Synergy_Loewe=-1.60, Synergy_HSA=-1.09. (4) Drug 1: CN(C)N=NC1=C(NC=N1)C(=O)N. Drug 2: CC=C1C(=O)NC(C(=O)OC2CC(=O)NC(C(=O)NC(CSSCCC=C2)C(=O)N1)C(C)C)C(C)C. Cell line: IGROV1. Synergy scores: CSS=58.1, Synergy_ZIP=4.60, Synergy_Bliss=6.34, Synergy_Loewe=-32.2, Synergy_HSA=7.66. (5) Drug 1: C1CCN(CC1)CCOC2=CC=C(C=C2)C(=O)C3=C(SC4=C3C=CC(=C4)O)C5=CC=C(C=C5)O. Drug 2: C1C(C(OC1N2C=NC(=NC2=O)N)CO)O. Cell line: OVCAR3. Synergy scores: CSS=18.6, Synergy_ZIP=-5.30, Synergy_Bliss=-4.57, Synergy_Loewe=-12.6, Synergy_HSA=-6.45.